From a dataset of NCI-60 drug combinations with 297,098 pairs across 59 cell lines. Regression. Given two drug SMILES strings and cell line genomic features, predict the synergy score measuring deviation from expected non-interaction effect. (1) Drug 1: C(CC(=O)O)C(=O)CN.Cl. Drug 2: COCCOC1=C(C=C2C(=C1)C(=NC=N2)NC3=CC=CC(=C3)C#C)OCCOC.Cl. Cell line: ACHN. Synergy scores: CSS=25.4, Synergy_ZIP=4.18, Synergy_Bliss=3.89, Synergy_Loewe=-15.9, Synergy_HSA=1.57. (2) Drug 1: C1CN1P(=S)(N2CC2)N3CC3. Drug 2: C1CC(C1)(C(=O)O)C(=O)O.[NH2-].[NH2-].[Pt+2]. Cell line: RXF 393. Synergy scores: CSS=6.77, Synergy_ZIP=-3.34, Synergy_Bliss=-2.83, Synergy_Loewe=2.36, Synergy_HSA=0.0731. (3) Drug 1: CC(CN1CC(=O)NC(=O)C1)N2CC(=O)NC(=O)C2. Drug 2: C(CC(=O)O)C(=O)CN.Cl. Cell line: SK-OV-3. Synergy scores: CSS=15.4, Synergy_ZIP=-4.66, Synergy_Bliss=0.0614, Synergy_Loewe=-3.18, Synergy_HSA=-0.213. (4) Drug 2: CC12CCC3C(C1CCC2O)C(CC4=C3C=CC(=C4)O)CCCCCCCCCS(=O)CCCC(C(F)(F)F)(F)F. Synergy scores: CSS=59.9, Synergy_ZIP=3.56, Synergy_Bliss=3.09, Synergy_Loewe=-60.6, Synergy_HSA=3.30. Cell line: RPMI-8226. Drug 1: CC=C1C(=O)NC(C(=O)OC2CC(=O)NC(C(=O)NC(CSSCCC=C2)C(=O)N1)C(C)C)C(C)C.